Dataset: Reaction yield outcomes from USPTO patents with 853,638 reactions. Task: Predict the reaction yield, written as a fraction of the theoretical maximum amount of product (1.0 means a 100% yield; for example, 0.34 means a 34% yield). (1) The reactants are Cl[C:2]1[N:9]=[CH:8][C:7]([F:10])=[CH:6][C:3]=1[C:4]#[N:5].Cl.[NH:12]1[CH2:15][CH2:14][CH2:13]1. No catalyst specified. The product is [N:12]1([C:2]2[N:9]=[CH:8][C:7]([F:10])=[CH:6][C:3]=2[C:4]#[N:5])[CH2:15][CH2:14][CH2:13]1. The yield is 0.780. (2) The reactants are Br[Zn][CH2:3][C:4]([O:6][CH2:7][CH3:8])=[O:5].[Cl:9][C:10]1[C:11](=[O:20])[C:12]([Cl:19])=[C:13]([Cl:18])[C:14](=[O:17])[C:15]=1[Cl:16].Cl.C(OCC)(=O)C. The catalyst is C1COCC1. The product is [CH2:7]([O:6][C:4](=[O:5])[CH2:3][C:14]1([OH:17])[C:13]([Cl:18])=[C:12]([Cl:19])[C:11](=[O:20])[C:10]([Cl:9])=[C:15]1[Cl:16])[CH3:8]. The yield is 0.940. (3) The reactants are Cl[CH2:2][C:3]([OH:5])=[O:4].C(N(CC)CC)C.N#N.[NH2:15][C:16]1[CH:21]=[CH:20][C:19]([Br:22])=[CH:18][N:17]=1.ClC1C=CC=CN=1. The catalyst is C(#N)C. The product is [Br:22][C:19]1[CH:20]=[CH:21][C:16](=[NH:15])[N:17]([CH2:2][C:3]([OH:5])=[O:4])[CH:18]=1. The yield is 0.478. (4) The reactants are [Li+].[OH-].CC(C)(CC=C)COC(N[C@@H](CCCCCC=C)C([N:13]1[CH2:17][C@:16]([O:32][CH3:33])([C:18]2[CH:27]=[CH:26][C:25]3[C:20](=[CH:21][C:22]([CH:30]=[CH2:31])=[C:23]([O:28][CH3:29])[CH:24]=3)[CH:19]=2)[CH2:15][C@H:14]1[C:34]([O:36]C)=[O:35])=O)=O.CCOCC.[Cl-].[NH4+]. The catalyst is C1COCC1.CO. The product is [CH3:33][O:32][C:16]1([C:18]2[CH:27]=[CH:26][C:25]3[C:20](=[CH:21][C:22]([CH:30]=[CH2:31])=[C:23]([O:28][CH3:29])[CH:24]=3)[CH:19]=2)[CH2:17][NH:13][CH:14]([C:34]([OH:36])=[O:35])[CH2:15]1. The yield is 0.910. (5) The reactants are [C:1]([C:3]1[CH:4]=[N:5][CH:6]=[C:7]([CH:20]=1)[C:8]([N:10]=[S@@:11]([CH3:19])(=[O:18])[C:12]1[CH:17]=[CH:16][CH:15]=[CH:14][CH:13]=1)=[O:9])#[CH:2].C([C:23]1[CH:28]=[CH:27][CH:26]=[CH:25][C:24]=1[OH:29])#C. No catalyst specified. The product is [OH:29][C:24]1[CH:25]=[CH:26][CH:27]=[CH:28][C:23]=1[C:2]#[C:1][C:3]1[CH:4]=[N:5][CH:6]=[C:7]([CH:20]=1)[C:8]([N:10]=[S@@:11]([CH3:19])(=[O:18])[C:12]1[CH:13]=[CH:14][CH:15]=[CH:16][CH:17]=1)=[O:9]. The yield is 0.0700. (6) The yield is 0.810. The catalyst is CN(C)C(=O)C.C(OCC)(=O)C. The product is [CH3:8][C:6]1([CH3:7])[C:2]([CH3:16])([CH3:1])[O:3][B:4]([C:9]2[CH:10]=[C:11]([NH:12][C:30]([CH:27]3[CH2:28][CH2:29][O:24][CH2:25][CH2:26]3)=[O:31])[CH:13]=[CH:14][CH:15]=2)[O:5]1. The reactants are [CH3:1][C:2]1([CH3:16])[C:6]([CH3:8])([CH3:7])[O:5][B:4]([C:9]2[CH:10]=[C:11]([CH:13]=[CH:14][CH:15]=2)[NH2:12])[O:3]1.C(N(CC)CC)C.[O:24]1[CH2:29][CH2:28][CH:27]([C:30](Cl)=[O:31])[CH2:26][CH2:25]1. (7) The reactants are [H-].[H-].[H-].[H-].[Li+].[Al+3].C([O:9][C:10](=O)[CH2:11][CH2:12][N:13]1[CH2:18][CH2:17][CH:16]([NH:19][C:20]2[N:24]([CH2:25][C:26]3[C:31]([OH:32])=[CH:30][CH:29]=[C:28]([CH3:33])[N:27]=3)[C:23]3[CH:34]=[C:35]([CH3:39])[CH:36]=[C:37]([CH3:38])[C:22]=3[N:21]=2)[CH2:15][CH2:14]1)C.O.C(OC(=O)C)C. The catalyst is O1CCCC1. The product is [OH:9][CH2:10][CH2:11][CH2:12][N:13]1[CH2:18][CH2:17][CH:16]([NH:19][C:20]2[N:24]([CH2:25][C:26]3[C:31]([OH:32])=[CH:30][CH:29]=[C:28]([CH3:33])[N:27]=3)[C:23]3[CH:34]=[C:35]([CH3:39])[CH:36]=[C:37]([CH3:38])[C:22]=3[N:21]=2)[CH2:15][CH2:14]1. The yield is 0.680. (8) The reactants are [CH2:1]([N:8]([CH2:10][C:11]1(C)[C:19]2[C:18](=[O:20])[N:17]([C:21]3[CH:26]=[CH:25][CH:24]=[CH:23][CH:22]=3)[C:16](=[O:27])[N:15]([CH2:28][C:29]3[C:34]([F:35])=[CH:33][CH:32]=[CH:31][C:30]=3[F:36])[C:14]=2[S:13][CH:12]1[C:37]1[CH:42]=[CH:41][C:40]([N+:43]([O-])=O)=[CH:39][CH:38]=1)[CH3:9])[C:2]1[CH:7]=[CH:6][CH:5]=[CH:4][CH:3]=1.O.C(O)(=O)CC(CC(O)=O)(C(O)=O)O.O.NCCO. The catalyst is C(O)(=O)C.[Cl-].[Ti+3].[Cl-].[Cl-].CC(=O)CC. The product is [NH2:43][C:40]1[CH:39]=[CH:38][C:37]([C:12]2[S:13][C:14]3[N:15]([CH2:28][C:29]4[C:30]([F:36])=[CH:31][CH:32]=[CH:33][C:34]=4[F:35])[C:16](=[O:27])[N:17]([C:21]4[CH:22]=[CH:23][CH:24]=[CH:25][CH:26]=4)[C:18](=[O:20])[C:19]=3[C:11]=2[CH2:10][N:8]([CH2:1][C:2]2[CH:3]=[CH:4][CH:5]=[CH:6][CH:7]=2)[CH3:9])=[CH:42][CH:41]=1. The yield is 0.881. (9) The reactants are [CH2:1]([O:4][C:5]1[CH:12]=[CH:11][C:8]([CH:9]=O)=[CH:7][CH:6]=1)[CH2:2][CH3:3].[CH2:13]([NH2:19])[C:14]1[O:18][CH:17]=[CH:16][CH:15]=1.COC(OC)OC.[BH4-].[Na+]. The catalyst is CO.CC(O)=O. The product is [CH2:1]([O:4][C:5]1[CH:12]=[CH:11][C:8]([CH2:9][NH:19][CH2:13][C:14]2[O:18][CH:17]=[CH:16][CH:15]=2)=[CH:7][CH:6]=1)[CH2:2][CH3:3]. The yield is 0.750. (10) The reactants are [Cl:1][C:2]1[CH:7]=[C:6]([C:8](=[O:12])[NH:9][S:10][CH3:11])[C:5]([NH:13][C:14]([C:16]2[N:17]([C:25]3[C:30]([Cl:31])=[CH:29][CH:28]=[CH:27][N:26]=3)[N:18]=[C:19]([C:21]([F:24])([F:23])[F:22])[CH:20]=2)=[O:15])=[C:4]([CH3:32])[CH:3]=1.C1C=C(Cl)C=C(C(OO)=[O:41])C=1. The catalyst is C(#N)C. The product is [Cl:1][C:2]1[CH:7]=[C:6]([C:8](=[O:12])[NH:9][S:10]([CH3:11])=[O:41])[C:5]([NH:13][C:14]([C:16]2[N:17]([C:25]3[C:30]([Cl:31])=[CH:29][CH:28]=[CH:27][N:26]=3)[N:18]=[C:19]([C:21]([F:23])([F:24])[F:22])[CH:20]=2)=[O:15])=[C:4]([CH3:32])[CH:3]=1. The yield is 0.840.